This data is from Reaction yield outcomes from USPTO patents with 853,638 reactions. The task is: Predict the reaction yield, written as a fraction of the theoretical maximum amount of product (1.0 means a 100% yield; for example, 0.34 means a 34% yield). (1) The reactants are [Br:1][C:2]1[CH:12]=[CH:11][C:5]([NH:6][CH2:7][CH:8]2[CH2:10][CH2:9]2)=[C:4]([N+:13]([O-])=O)[CH:3]=1.[Cl-].[NH4+]. The catalyst is C(O)C.O.[Fe]. The product is [Br:1][C:2]1[CH:3]=[C:4]([NH2:13])[C:5]([NH:6][CH2:7][CH:8]2[CH2:10][CH2:9]2)=[CH:11][CH:12]=1. The yield is 0.990. (2) The reactants are [Cl:1][C:2]1[CH:3]=[C:4]([NH:9][C:10]2[C:11]3[CH2:18][C:17](=[O:19])[NH:16][C:12]=3[N:13]=[CH:14][N:15]=2)[CH:5]=[CH:6][C:7]=1[F:8].[CH3:20][C:21]1[CH:25]=[C:24]([CH2:26][CH2:27][C:28]([N:30]2[CH2:35][CH2:34][N:33]([CH3:36])[CH2:32][CH2:31]2)=[O:29])[NH:23][C:22]=1[CH:37]=O. The catalyst is N1CCCCC1.C(O)C. The product is [Cl:1][C:2]1[CH:3]=[C:4]([NH:9][C:10]2[C:11]3[C:18](=[CH:37][C:22]4[NH:23][C:24]([CH2:26][CH2:27][C:28]([N:30]5[CH2:31][CH2:32][N:33]([CH3:36])[CH2:34][CH2:35]5)=[O:29])=[CH:25][C:21]=4[CH3:20])[C:17](=[O:19])[NH:16][C:12]=3[N:13]=[CH:14][N:15]=2)[CH:5]=[CH:6][C:7]=1[F:8]. The yield is 0.680. (3) The reactants are [CH3:1][C:2]1[C:3]([N+:16]([O-:18])=[O:17])=[C:4]([C:10]([N+:13]([O-:15])=[O:14])=[CH:11][CH:12]=1)[C:5]([O:7][CH2:8][CH3:9])=[O:6].C[C:20]([N:22]([CH3:24])[CH3:23])=O. The catalyst is CN(C=O)C. The product is [CH3:20][N:22]([CH3:24])/[CH:23]=[CH:1]/[C:2]1[C:3]([N+:16]([O-:18])=[O:17])=[C:4]([C:10]([N+:13]([O-:15])=[O:14])=[CH:11][CH:12]=1)[C:5]([O:7][CH2:8][CH3:9])=[O:6]. The yield is 0.580. (4) The reactants are [CH3:1][CH:2]([CH3:16])[CH2:3][NH:4][C:5]([C:7]1[CH:12]=[CH:11][C:10](B(O)O)=[CH:9][CH:8]=1)=[O:6].Br[C:18]1[CH:23]=[CH:22][C:21]([O:24][CH2:25][CH:26]2[CH2:31][CH2:30][N:29]([C:32]([O:34][CH:35]([CH3:37])[CH3:36])=[O:33])[CH2:28][CH2:27]2)=[CH:20][CH:19]=1. No catalyst specified. The product is [CH3:1][CH:2]([CH3:16])[CH2:3][NH:4][C:5]([C:7]1[CH:12]=[CH:11][C:10]([C:18]2[CH:19]=[CH:20][C:21]([O:24][CH2:25][CH:26]3[CH2:27][CH2:28][N:29]([C:32]([O:34][CH:35]([CH3:37])[CH3:36])=[O:33])[CH2:30][CH2:31]3)=[CH:22][CH:23]=2)=[CH:9][CH:8]=1)=[O:6]. The yield is 0.190.